From a dataset of CYP1A2 inhibition data for predicting drug metabolism from PubChem BioAssay. Regression/Classification. Given a drug SMILES string, predict its absorption, distribution, metabolism, or excretion properties. Task type varies by dataset: regression for continuous measurements (e.g., permeability, clearance, half-life) or binary classification for categorical outcomes (e.g., BBB penetration, CYP inhibition). Dataset: cyp1a2_veith. The drug is COC(=O)COc1ccc2c(-c3cccc([N+](=O)[O-])c3)cc(=O)oc2c1. The result is 1 (inhibitor).